From a dataset of NCI-60 drug combinations with 297,098 pairs across 59 cell lines. Regression. Given two drug SMILES strings and cell line genomic features, predict the synergy score measuring deviation from expected non-interaction effect. Drug 1: C1=CC=C(C(=C1)C(C2=CC=C(C=C2)Cl)C(Cl)Cl)Cl. Drug 2: C1=NNC2=C1C(=O)NC=N2. Cell line: NCIH23. Synergy scores: CSS=1.92, Synergy_ZIP=-0.502, Synergy_Bliss=1.53, Synergy_Loewe=1.76, Synergy_HSA=1.88.